Predict the reactants needed to synthesize the given product. From a dataset of Full USPTO retrosynthesis dataset with 1.9M reactions from patents (1976-2016). (1) Given the product [OH:10][CH2:9][CH2:8][C:4]1[CH:3]=[C:2]([C:14]2[CH:19]=[CH:18][CH:17]=[CH:16][CH:15]=2)[CH:7]=[CH:6][CH:5]=1, predict the reactants needed to synthesize it. The reactants are: Br[C:2]1[CH:3]=[C:4]([CH2:8][CH2:9][OH:10])[CH:5]=[CH:6][CH:7]=1.C(O)C.[C:14]1(B(O)O)[CH:19]=[CH:18][CH:17]=[CH:16][CH:15]=1.C(=O)([O-])[O-].[Na+].[Na+]. (2) Given the product [Cl:14][C:12]1[CH:11]=[CH:10][C:8]2[NH:9][C:5]([C@@H:4]([NH:15][C:16](=[O:31])[C:17]3[CH:22]=[CH:21][C:20]([C:23]([N:25]4[CH2:29][CH:28]=[CH:27][CH2:26]4)=[O:24])=[C:19]([CH3:30])[CH:18]=3)[CH2:3][CH2:2][NH:1][S:33]([CH3:32])(=[O:35])=[O:34])=[N:6][C:7]=2[CH:13]=1, predict the reactants needed to synthesize it. The reactants are: [NH2:1][CH2:2][CH2:3][C@H:4]([NH:15][C:16](=[O:31])[C:17]1[CH:22]=[CH:21][C:20]([C:23]([N:25]2[CH2:29][CH:28]=[CH:27][CH2:26]2)=[O:24])=[C:19]([CH3:30])[CH:18]=1)[C:5]1[NH:9][C:8]2[CH:10]=[CH:11][C:12]([Cl:14])=[CH:13][C:7]=2[N:6]=1.[CH3:32][S:33](Cl)(=[O:35])=[O:34].C(N(CC)CC)C.ClCl. (3) The reactants are: [Cl:1][C:2]1[C:3]([F:11])=[C:4]([CH:8]=[CH:9][CH:10]=1)[C:5](O)=[O:6].S(Cl)([Cl:14])=O. Given the product [Cl:1][C:2]1[C:3]([F:11])=[C:4]([CH:8]=[CH:9][CH:10]=1)[C:5]([Cl:14])=[O:6], predict the reactants needed to synthesize it. (4) Given the product [C:35]1([C:40]2[CH:45]=[CH:44][CH:43]=[CH:42][CH:41]=2)[CH:36]=[CH:37][CH:38]=[CH:39][C:34]=1[NH:33][C:32](=[O:31])[OH:46], predict the reactants needed to synthesize it. The reactants are: [Si](O[C@H](C1C=CC(O)=C(NC=O)C=1)CNCC1C(C)=CC(NC(CCN2CCC([O:31][C:32](=[O:46])[NH:33][C:34]3[CH:39]=[CH:38][CH:37]=[CH:36][C:35]=3[C:40]3[CH:45]=[CH:44][CH:43]=[CH:42][CH:41]=3)CC2)=O)=C(C)C=1)(C(C)(C)C)(C)C.CC1CCCO1.F.F.F.C(N(CC)CC)C.C(=O)(O)[O-].[Na+]. (5) Given the product [CH2:24]([N:26]([CH3:27])[C:21]([C:11]1[CH:12]=[C:13]([C:14]2[CH:15]=[N:16][C:17]([CH3:20])=[CH:18][CH:19]=2)[N:9]([C:6]2[CH:7]=[N:8][C:3]([O:2][CH3:1])=[CH:4][CH:5]=2)[N:10]=1)=[O:23])[CH3:25], predict the reactants needed to synthesize it. The reactants are: [CH3:1][O:2][C:3]1[N:8]=[CH:7][C:6]([N:9]2[C:13]([C:14]3[CH:15]=[N:16][C:17]([CH3:20])=[CH:18][CH:19]=3)=[CH:12][C:11]([C:21]([OH:23])=O)=[N:10]2)=[CH:5][CH:4]=1.[CH2:24]([NH:26][CH3:27])[CH3:25].